From a dataset of Forward reaction prediction with 1.9M reactions from USPTO patents (1976-2016). Predict the product of the given reaction. (1) Given the reactants CN1C(=O)CCC1.[CH3:8][O:9][C:10]1[CH:11]=[C:12]([NH:18][C:19]2[N:24]=[C:23](SC)[N:22]3[CH:27]=[CH:28][N:29]=[C:21]3[C:20]=2[C:30]([NH2:32])=[O:31])[CH:13]=[C:14]([O:16][CH3:17])[CH:15]=1.[NH2:33][CH2:34][C:35]1[CH:36]=[C:37]([CH:39]=[CH:40][CH:41]=1)[NH2:38].CCN(C(C)C)C(C)C, predict the reaction product. The product is: [NH2:38][C:37]1[CH:36]=[C:35]([CH:41]=[CH:40][CH:39]=1)[CH2:34][NH:33][C:23]1[N:22]2[CH:27]=[CH:28][N:29]=[C:21]2[C:20]([C:30]([NH2:32])=[O:31])=[C:19]([NH:18][C:12]2[CH:11]=[C:10]([O:9][CH3:8])[CH:15]=[C:14]([O:16][CH3:17])[CH:13]=2)[N:24]=1. (2) The product is: [Br:1][C:2]1[CH:3]=[CH:4][C:5]([CH:8]([C:22]2[CH:27]=[CH:26][CH:25]=[CH:24][C:23]=2[CH3:28])[CH2:9][C:10]([C:12]2[CH:13]=[C:14]([CH3:21])[C:15]([OH:19])=[C:16]([CH3:18])[CH:17]=2)=[O:11])=[CH:6][CH:7]=1. Given the reactants [Br:1][C:2]1[CH:7]=[CH:6][C:5]([CH:8]([C:22]2[CH:27]=[CH:26][CH:25]=[CH:24][C:23]=2[CH3:28])[CH2:9][C:10]([C:12]2[CH:17]=[C:16]([CH3:18])[C:15]([O:19]C)=[C:14]([CH3:21])[CH:13]=2)=[O:11])=[CH:4][CH:3]=1.B(Br)(Br)Br, predict the reaction product. (3) Given the reactants [CH2:1]([O:5][C:6]1[CH:11]=[C:10]([NH2:12])[CH:9]=[C:8]([CH3:13])[N:7]=1)[CH2:2][CH2:3][CH3:4].[I:14]N1C(=O)CCC1=O, predict the reaction product. The product is: [CH2:1]([O:5][C:6]1[C:11]([I:14])=[C:10]([NH2:12])[CH:9]=[C:8]([CH3:13])[N:7]=1)[CH2:2][CH2:3][CH3:4]. (4) The product is: [F:20][C:18]1[CH:17]=[CH:16][C:15]([C:21]([NH:23][C:24]2([C:31]([O:33][CH3:34])=[O:32])[CH2:30][CH2:29][CH2:28][CH2:27][CH2:26][CH2:25]2)=[O:22])=[C:14]([NH:13][C:11]([NH:10][C:3]2[C:2]([CH3:1])=[CH:7][C:6]([CH3:8])=[CH:5][C:4]=2[CH3:9])=[O:12])[CH:19]=1. Given the reactants [CH3:1][C:2]1[CH:7]=[C:6]([CH3:8])[CH:5]=[C:4]([CH3:9])[C:3]=1[N:10]=[C:11]=[O:12].[NH2:13][C:14]1[CH:19]=[C:18]([F:20])[CH:17]=[CH:16][C:15]=1[C:21]([NH:23][C:24]1([C:31]([O:33][CH3:34])=[O:32])[CH2:30][CH2:29][CH2:28][CH2:27][CH2:26][CH2:25]1)=[O:22].CCCCCC.C(OCC)(=O)C, predict the reaction product. (5) Given the reactants [N:1]1([C:11]([C:13]2[N:14]=[C:15]([CH:18]([NH:20]C(=O)OC(C)(C)C)[CH3:19])[S:16][CH:17]=2)=[O:12])[C:10]2[C:5](=[CH:6][CH:7]=[CH:8][CH:9]=2)[CH2:4][CH2:3][CH2:2]1.[ClH:28].O1CCOCC1, predict the reaction product. The product is: [ClH:28].[NH2:20][CH:18]([C:15]1[S:16][CH:17]=[C:13]([C:11]([N:1]2[C:10]3[C:5](=[CH:6][CH:7]=[CH:8][CH:9]=3)[CH2:4][CH2:3][CH2:2]2)=[O:12])[N:14]=1)[CH3:19]. (6) Given the reactants C([S@@]([N:7]1[CH2:11][CH2:10][CH2:9][C@@H:8]1[C:12]1[CH:17]=[C:16]([F:18])[CH:15]=[CH:14][C:13]=1[F:19])=O)(C)(C)C.Cl, predict the reaction product. The product is: [F:19][C:13]1[CH:14]=[CH:15][C:16]([F:18])=[CH:17][C:12]=1[C@H:8]1[CH2:9][CH2:10][CH2:11][NH:7]1. (7) Given the reactants CO.C(OC(=O)[N:9]([CH2:31][C:32]1[CH:41]=[CH:40][C:35]2[O:36][CH2:37][CH2:38][O:39][C:34]=2[CH:33]=1)[CH:10]1[CH2:15][CH2:14][N:13]([CH2:16][CH2:17][N:18]2[C:27]3[C:22](=[CH:23][CH:24]=[C:25]([O:28][CH3:29])[CH:26]=3)[N:21]=[CH:20][C:19]2=[O:30])[CH2:12][CH2:11]1)(C)(C)C.[ClH:43].C(OCC)(=O)C, predict the reaction product. The product is: [ClH:43].[O:36]1[C:35]2[CH:40]=[CH:41][C:32]([CH2:31][NH:9][CH:10]3[CH2:11][CH2:12][N:13]([CH2:16][CH2:17][N:18]4[C:27]5[C:22](=[CH:23][CH:24]=[C:25]([O:28][CH3:29])[CH:26]=5)[N:21]=[CH:20][C:19]4=[O:30])[CH2:14][CH2:15]3)=[CH:33][C:34]=2[O:39][CH2:38][CH2:37]1.